From a dataset of TCR-epitope binding with 47,182 pairs between 192 epitopes and 23,139 TCRs. Binary Classification. Given a T-cell receptor sequence (or CDR3 region) and an epitope sequence, predict whether binding occurs between them. (1) The epitope is FLPRVFSAV. The TCR CDR3 sequence is CASSYVGGNTEAFF. Result: 1 (the TCR binds to the epitope). (2) The epitope is IQYIDIGNY. The TCR CDR3 sequence is CASSGGQAYEQYF. Result: 0 (the TCR does not bind to the epitope). (3) The epitope is NYSGVVTTVMF. The TCR CDR3 sequence is CASSLYRDGNTEAFF. Result: 1 (the TCR binds to the epitope). (4) The epitope is TEILPVSMTK. The TCR CDR3 sequence is CASSSGANVLTF. Result: 1 (the TCR binds to the epitope). (5) The epitope is FVDGVPFVV. The TCR CDR3 sequence is CASSISGNNPNEQFF. Result: 0 (the TCR does not bind to the epitope).